Predict the reaction yield, written as a fraction of the theoretical maximum amount of product (1.0 means a 100% yield; for example, 0.34 means a 34% yield). From a dataset of Reaction yield outcomes from USPTO patents with 853,638 reactions. (1) The reactants are N(OCCC(C)C)=O.CS[S:11][CH3:12].[Br:13][C:14]1[CH:20]=[CH:19][C:17](N)=[C:16]([N+:21]([O-:23])=[O:22])[CH:15]=1. The product is [Br:13][C:14]1[CH:20]=[CH:19][C:17]([S:11][CH3:12])=[C:16]([N+:21]([O-:23])=[O:22])[CH:15]=1. The yield is 0.970. No catalyst specified. (2) The reactants are CCN(CC)CC.[O:8]1[C:13]2[CH:14]=[CH:15][CH:16]=[CH:17][C:12]=2[NH:11][C:10](=[O:18])[CH2:9]1.[CH:19]([C:21]1[CH:30]=[CH:29][C:24]([C:25]([O:27][CH3:28])=[O:26])=[CH:23][CH:22]=1)=O. The catalyst is CC(OC(C)=O)=O. The product is [O:18]=[C:10]1[NH:11][C:12]2[CH:17]=[CH:16][CH:15]=[CH:14][C:13]=2[O:8][CH:9]1[CH2:19][C:21]1[CH:30]=[CH:29][C:24]([C:25]([O:27][CH3:28])=[O:26])=[CH:23][CH:22]=1. The yield is 0.130.